From a dataset of Full USPTO retrosynthesis dataset with 1.9M reactions from patents (1976-2016). Predict the reactants needed to synthesize the given product. (1) Given the product [CH2:11]([O:5][C:4](=[O:6])[C:3]([CH3:9])([CH3:2])[CH2:7][CH3:8])[CH3:12], predict the reactants needed to synthesize it. The reactants are: Cl.[CH3:2][C:3]([CH3:9])([CH2:7][CH3:8])[C:4]([OH:6])=[O:5].O.[CH2:11](O)[CH3:12]. (2) Given the product [C:1]([C:5]1[CH:13]=[CH:12][C:8]([C:9]([NH:24][C:21]2[CH:22]=[N:23][C:18]([Cl:17])=[CH:19][CH:20]=2)=[O:11])=[CH:7][C:6]=1[N+:14]([O-:16])=[O:15])([CH3:2])([CH3:3])[CH3:4], predict the reactants needed to synthesize it. The reactants are: [C:1]([C:5]1[CH:13]=[CH:12][C:8]([C:9]([OH:11])=O)=[CH:7][C:6]=1[N+:14]([O-:16])=[O:15])([CH3:4])([CH3:3])[CH3:2].[Cl:17][C:18]1[N:23]=[CH:22][C:21]([NH2:24])=[CH:20][CH:19]=1.C(P1(=O)OP(=O)(CCC)OP(=O)(CCC)O1)CC.C(N(C(C)C)C(C)C)C. (3) The reactants are: [CH2:1]([O:3][CH:4]([O:38][CH2:39][CH3:40])[C:5]1[CH:10]=[CH:9][C:8]([CH:11]2[CH:20]([C:21]3[CH:26]=[CH:25][C:24]([C:27](=[O:31])[N:28]([CH3:30])[CH3:29])=[CH:23][CH:22]=3)[C:19](=O)[C:18]3[C:17]([C:33]([O:35]CC)=O)=[CH:16][CH:15]=[CH:14][C:13]=3[NH:12]2)=[CH:7][CH:6]=1)[CH3:2].O.[NH2:42][NH2:43]. Given the product [CH2:1]([O:3][CH:4]([O:38][CH2:39][CH3:40])[C:5]1[CH:10]=[CH:9][C:8]([CH:11]2[NH:12][C:13]3[C:18]4[C:19](=[N:42][NH:43][C:33](=[O:35])[C:17]=4[CH:16]=[CH:15][CH:14]=3)[CH:20]2[C:21]2[CH:26]=[CH:25][C:24]([C:27]([N:28]([CH3:30])[CH3:29])=[O:31])=[CH:23][CH:22]=2)=[CH:7][CH:6]=1)[CH3:2], predict the reactants needed to synthesize it. (4) Given the product [OH:21][C:8]1([C:4]2[CH:5]=[N:6][CH:7]=[C:2]([C:33]3[CH:32]=[C:31]([NH:44][C:45]4[N:50]=[C:49]([C:51]([F:54])([F:53])[F:52])[CH:48]=[CH:47][N:46]=4)[CH:30]=[C:29]([CH3:28])[CH:34]=3)[CH:3]=2)[CH2:13][CH2:12][N:11]([C:14]([O:16][C:17]([CH3:20])([CH3:19])[CH3:18])=[O:15])[CH2:10][CH2:9]1, predict the reactants needed to synthesize it. The reactants are: Br[C:2]1[CH:3]=[C:4]([C:8]2([OH:21])[CH2:13][CH2:12][N:11]([C:14]([O:16][C:17]([CH3:20])([CH3:19])[CH3:18])=[O:15])[CH2:10][CH2:9]2)[CH:5]=[N:6][CH:7]=1.C(=O)([O-])[O-].[Na+].[Na+].[CH3:28][C:29]1[CH:30]=[C:31]([NH:44][C:45]2[N:50]=[C:49]([C:51]([F:54])([F:53])[F:52])[CH:48]=[CH:47][N:46]=2)[CH:32]=[C:33](B2OC(C)(C)C(C)(C)O2)[CH:34]=1. (5) Given the product [Br:32][C:30]1[CH:29]=[CH:28][C:27]([C:33]([F:34])([F:35])[F:36])=[C:26]([CH2:25][C:21]2[S:22][C:8]([C:6]3[CH:7]=[CH:2][CH:3]=[CH:43][CH:5]=3)=[CH:9][CH:19]=2)[CH:31]=1, predict the reactants needed to synthesize it. The reactants are: Br[C:2]1[CH:3]=C[C:5]([C:43](F)(F)F)=[C:6]([C:8]2C=C(C3C=CC=CC=3)S[C:9]=2[C:19]([C:21]2[S:22]C(C3C=CC=CC=3)=C[C:25]=2[C:26]2[CH:31]=[C:30]([Br:32])[CH:29]=[CH:28][C:27]=2[C:33]([F:36])([F:35])[F:34])=O)[CH:7]=1.O1CCCC1.[BH4-].[Na+]. (6) Given the product [Cl:22][C:12]1[C:8]([C:5]2[CH:4]=[CH:3][C:2]([F:1])=[CH:7][CH:6]=2)=[N:9][NH:10][C:11]=1[S:13][CH3:14], predict the reactants needed to synthesize it. The reactants are: [F:1][C:2]1[CH:7]=[CH:6][C:5]([C:8]2[CH:12]=[C:11]([S:13][CH3:14])[NH:10][N:9]=2)=[CH:4][CH:3]=1.C1C(=O)N([Cl:22])C(=O)C1. (7) Given the product [CH2:1]([O:8][N:9]1[C:15](=[O:16])[N:14]2[CH2:17][C@H:10]1[CH2:11][CH2:12][C@H:13]2[C:18]([NH:36][NH:35][CH:33]=[O:34])=[O:20])[C:2]1[CH:3]=[CH:4][CH:5]=[CH:6][CH:7]=1, predict the reactants needed to synthesize it. The reactants are: [CH2:1]([O:8][N:9]1[C:15](=[O:16])[N:14]2[CH2:17][C@H:10]1[CH2:11][CH2:12][C@H:13]2[C:18]([OH:20])=O)[C:2]1[CH:7]=[CH:6][CH:5]=[CH:4][CH:3]=1.C(N1C=CN=C1)(N1C=CN=C1)=O.[CH:33]([NH:35][NH2:36])=[O:34].